This data is from Reaction yield outcomes from USPTO patents with 853,638 reactions. The task is: Predict the reaction yield, written as a fraction of the theoretical maximum amount of product (1.0 means a 100% yield; for example, 0.34 means a 34% yield). (1) The reactants are [CH3:1][O:2][CH2:3][O:4][C:5]1[CH:12]=[CH:11][C:8]([CH:9]=[O:10])=[CH:7][C:6]=1[CH:13]=[CH2:14].C1C[O:18]CC1. No catalyst specified. The product is [OH:10][CH2:9][C:8]1[CH:11]=[CH:12][C:5]([O:4][CH2:3][O:2][CH3:1])=[C:6]([CH2:13][CH2:14][OH:18])[CH:7]=1. The yield is 0.595. (2) The reactants are [OH:1][C:2]1([C:20]2[CH:25]=[CH:24][CH:23]=[CH:22][CH:21]=2)[C:10]2[C:5](=[CH:6][CH:7]=[C:8]([O:11][CH3:12])[CH:9]=2)[C:4](=[O:13])N1C1C=CC=CC=1.Cl.[O:27]1CCOCC1. The catalyst is C(O)(=O)C. The product is [OH:27][C:2]1([C:20]2[CH:25]=[CH:24][CH:23]=[CH:22][CH:21]=2)[C:10]2[C:5](=[CH:6][CH:7]=[C:8]([O:11][CH3:12])[CH:9]=2)[C:4](=[O:13])[O:1]1. The yield is 0.549. (3) The reactants are [C:1]([NH:4][CH2:5][CH2:6][CH:7]([NH:15]C(=O)OC(C)(C)C)[C:8]1[CH:13]=[CH:12][C:11]([Cl:14])=[CH:10][CH:9]=1)(=[O:3])[CH3:2].C(O)(C(F)(F)F)=O. No catalyst specified. The product is [NH2:15][CH:7]([C:8]1[CH:9]=[CH:10][C:11]([Cl:14])=[CH:12][CH:13]=1)[CH2:6][CH2:5][NH:4][C:1](=[O:3])[CH3:2]. The yield is 0.396.